Dataset: Catalyst prediction with 721,799 reactions and 888 catalyst types from USPTO. Task: Predict which catalyst facilitates the given reaction. (1) Reactant: Br[C:2]1[CH:6]=[CH:5][N:4]([CH3:7])[N:3]=1.[CH3:8][C:9]1([CH3:25])[C:13]([CH3:15])([CH3:14])[O:12][B:11]([B:11]2[O:12][C:13]([CH3:15])([CH3:14])[C:9]([CH3:25])([CH3:8])[O:10]2)[O:10]1.C([O-])(=O)C.[K+]. Product: [CH3:7][N:4]1[CH:5]=[CH:6][C:2]([B:11]2[O:12][C:13]([CH3:15])([CH3:14])[C:9]([CH3:25])([CH3:8])[O:10]2)=[N:3]1. The catalyst class is: 12. (2) Reactant: [C:1]([O:12][CH3:13])(=[O:11])[CH2:2][CH2:3][CH2:4][CH2:5][CH2:6][CH2:7][CH2:8][CH:9]=[CH2:10].[SH2:14]. Product: [SH:14][CH2:10][CH2:9][CH2:8][CH2:7][CH2:6][CH2:5][CH2:4][CH2:3][CH2:2][C:1]([O:12][CH3:13])=[O:11]. The catalyst class is: 605.